Dataset: Catalyst prediction with 721,799 reactions and 888 catalyst types from USPTO. Task: Predict which catalyst facilitates the given reaction. (1) Reactant: [F:1][C:2]1[CH:29]=[CH:28][CH:27]=[C:26]([F:30])[C:3]=1[CH2:4][N:5]1[C:9]2[CH:10]=[CH:11][CH:12]=[C:13]([C:14](OC)=[O:15])[C:8]=2[N:7]=[C:6]1[C:18]1[C:23]([F:24])=[CH:22][CH:21]=[CH:20][C:19]=1[F:25].[CH3:31][Li].[CH2:33]1[CH2:37][O:36]CC1. Product: [F:25][C:19]1[CH:20]=[CH:21][CH:22]=[C:23]([F:24])[C:18]=1[CH2:6][N:5]1[C:9]2[CH:10]=[CH:11][CH:12]=[C:13]([C:14]([CH2:31][CH:37]([OH:36])[CH3:33])=[O:15])[C:8]=2[N:7]=[C:4]1[C:3]1[C:2]([F:1])=[CH:29][CH:28]=[CH:27][C:26]=1[F:30]. The catalyst class is: 25. (2) Reactant: [CH2:1]([C:3]([C:21]1[CH:35]=[CH:34][C:24]([O:25][CH2:26][C@@H:27]([OH:33])[CH2:28][CH2:29][C:30]([OH:32])=[O:31])=[C:23]([CH3:36])[CH:22]=1)([C:6]1[CH:11]=[CH:10][C:9]([C:12]#[C:13][C:14]([CH2:18][CH3:19])([OH:17])[CH2:15][CH3:16])=[C:8]([CH3:20])[CH:7]=1)[CH2:4][CH3:5])[CH3:2].[OH-].[K+]. Product: [CH2:1]([C:3]([C:21]1[CH:35]=[CH:34][C:24]([O:25][CH2:26][C@@H:27]([OH:33])[CH2:28][CH2:29][C:30]([OH:32])=[O:31])=[C:23]([CH3:36])[CH:22]=1)([C:6]1[CH:11]=[CH:10][C:9]([CH2:12][CH2:13][C:14]([CH2:15][CH3:16])([OH:17])[CH2:18][CH3:19])=[C:8]([CH3:20])[CH:7]=1)[CH2:4][CH3:5])[CH3:2]. The catalyst class is: 320. (3) Reactant: [Cl-].[Li+].C([Li])CCC.P(=O)([O-])OC(CC)(CC)Cl.[C:18]([O:21][CH:22]1[CH:31]2[O:32][C:33]([CH3:36])([CH3:35])[O:34][C:30]32[CH:25]([CH:26]([C:38](=O)[CH3:39])[CH2:27][CH2:28][CH:29]3[CH3:37])[CH:24]=[C:23]1[CH3:41])(=[O:20])[CH3:19].[C:42]([Cl:46])(Cl)(Cl)[Cl:43]. Product: [C:18]([O:21][C@H:22]1[C@@H:31]2[O:32][C:33]([CH3:36])([CH3:35])[O:34][C@@:30]32[C@@H:25]([C@H:26]([C:38]([CH3:39])=[C:42]([Cl:46])[Cl:43])[CH2:27][CH2:28][C@H:29]3[CH3:37])[CH:24]=[C:23]1[CH3:41])(=[O:20])[CH3:19]. The catalyst class is: 7. (4) Reactant: [H-].[Al+3].[Li+].[H-].[H-].[H-].C[O:8][C:9]([C:11]1[CH:16]=[C:15]([CH3:17])[N:14]=[C:13]([Cl:18])[CH:12]=1)=O. Product: [Cl:18][C:13]1[CH:12]=[C:11]([CH2:9][OH:8])[CH:16]=[C:15]([CH3:17])[N:14]=1. The catalyst class is: 1.